Dataset: Full USPTO retrosynthesis dataset with 1.9M reactions from patents (1976-2016). Task: Predict the reactants needed to synthesize the given product. (1) Given the product [Br:11][C:8]1[S:9][CH:10]=[C:6]([C:4]([OH:5])=[O:3])[N:7]=1, predict the reactants needed to synthesize it. The reactants are: C([O:3][C:4]([C:6]1[N:7]=[C:8]([Br:11])[S:9][CH:10]=1)=[O:5])C.[Li+].[OH-]. (2) Given the product [ClH:1].[Cl:1][C:2]1[CH:19]=[CH:18][C:5]([O:6][CH:7]2[CH2:12][C:11]([CH3:13])([CH3:14])[NH:10][C:9]([CH3:17])([CH3:16])[CH2:8]2)=[CH:4][C:3]=1[C:20]([F:23])([F:21])[F:22], predict the reactants needed to synthesize it. The reactants are: [Cl:1][C:2]1[CH:19]=[CH:18][C:5]([O:6][CH:7]2[CH2:12][C:11]([CH3:14])([CH3:13])[N:10](C)[C:9]([CH3:17])([CH3:16])[CH2:8]2)=[CH:4][C:3]=1[C:20]([F:23])([F:22])[F:21].CCOC(/N=N/C(OCC)=O)=O.Cl. (3) Given the product [C:13]([C:14]1[S:19][C:20](=[NH:21])[N:1]([CH2:2][CH2:3][NH:4][C:5](=[O:11])[O:6][C:7]([CH3:8])([CH3:10])[CH3:9])[CH:15]=1)([CH3:18])([CH3:17])[CH3:12], predict the reactants needed to synthesize it. The reactants are: [NH2:1][CH2:2][CH2:3][NH:4][C:5](=[O:11])[O:6][C:7]([CH3:10])([CH3:9])[CH3:8].[CH3:12][C:13]([CH3:18])([CH3:17])[CH2:14][CH:15]=O.[S-:19][C:20]#[N:21].[K+].II. (4) Given the product [CH3:17][C@H:12]1[O:13][C@@H:14]([CH3:16])[CH2:15][N:10]([C:4]2[CH:3]=[C:2]([O:19][CH3:18])[N:7]=[CH:6][C:5]=2[CH:8]=[O:9])[CH2:11]1, predict the reactants needed to synthesize it. The reactants are: Cl[C:2]1[N:7]=[CH:6][C:5]([CH:8]=[O:9])=[C:4]([N:10]2[CH2:15][C@H:14]([CH3:16])[O:13][C@H:12]([CH3:17])[CH2:11]2)[CH:3]=1.[CH3:18][O-:19].[Na+]. (5) Given the product [CH2:1]([C:8]1[S:12][C:11]([C:13]2[CH:18]=[C:17]([F:19])[CH:16]=[CH:15][C:14]=2[F:20])=[N:10][C:9]=1[CH:21]=[N:29][S@@:27]([C:23]([CH3:26])([CH3:25])[CH3:24])=[O:28])[C:2]1[CH:7]=[CH:6][CH:5]=[CH:4][CH:3]=1, predict the reactants needed to synthesize it. The reactants are: [CH2:1]([C:8]1[S:12][C:11]([C:13]2[CH:18]=[C:17]([F:19])[CH:16]=[CH:15][C:14]=2[F:20])=[N:10][C:9]=1[CH:21]=O)[C:2]1[CH:7]=[CH:6][CH:5]=[CH:4][CH:3]=1.[C:23]([S@:27]([NH2:29])=[O:28])([CH3:26])([CH3:25])[CH3:24]. (6) Given the product [CH2:14]([O:16][C:17](=[O:36])[C@H:18]([CH3:35])[CH2:19][C@H:20]([N:34]=[C:2]=[O:4])[CH2:21][C:22]1[CH:23]=[CH:24][C:25]([C:28]2[CH:33]=[CH:32][CH:31]=[CH:30][CH:29]=2)=[CH:26][CH:27]=1)[CH3:15], predict the reactants needed to synthesize it. The reactants are: Cl[C:2](Cl)([O:4]C(=O)OC(Cl)(Cl)Cl)Cl.Cl.[CH2:14]([O:16][C:17](=[O:36])[C@H:18]([CH3:35])[CH2:19][C@H:20]([NH2:34])[CH2:21][C:22]1[CH:27]=[CH:26][C:25]([C:28]2[CH:33]=[CH:32][CH:31]=[CH:30][CH:29]=2)=[CH:24][CH:23]=1)[CH3:15].